This data is from TCR-epitope binding with 47,182 pairs between 192 epitopes and 23,139 TCRs. The task is: Binary Classification. Given a T-cell receptor sequence (or CDR3 region) and an epitope sequence, predict whether binding occurs between them. The epitope is EILDITPCSF. The TCR CDR3 sequence is CASSLELYYEQYF. Result: 1 (the TCR binds to the epitope).